Dataset: Forward reaction prediction with 1.9M reactions from USPTO patents (1976-2016). Task: Predict the product of the given reaction. (1) The product is: [CH3:1][O:2][C:3](=[O:22])[C:4]1[CH:9]=[C:8]([CH:10]2[CH2:15][CH2:14][CH2:13][CH2:12][CH2:11]2)[C:7]([O:16][CH2:17][C:18]([F:19])([F:20])[F:21])=[N:6][CH:5]=1. Given the reactants [CH3:1][O:2][C:3](=[O:22])[C:4]1[CH:9]=[C:8]([C:10]2[CH2:15][CH2:14][CH2:13][CH2:12][CH:11]=2)[C:7]([O:16][CH2:17][C:18]([F:21])([F:20])[F:19])=[N:6][CH:5]=1, predict the reaction product. (2) Given the reactants [CH3:1][NH:2][C:3]1[CH:10]=[CH:9][C:6]([CH:7]=O)=[CH:5][N:4]=1.[CH3:11][O:12][C:13]1[CH:14]=[C:15]([CH:17]=[CH:18][CH:19]=1)[NH2:16], predict the reaction product. The product is: [CH3:11][O:12][C:13]1[CH:14]=[C:15]([N:16]=[CH:7][C:6]2[CH:9]=[CH:10][C:3]([NH:2][CH3:1])=[N:4][CH:5]=2)[CH:17]=[CH:18][CH:19]=1. (3) The product is: [CH3:29][NH:28][C:27]([C:19]1[CH:20]=[C:21]([C:2]2[CH:3]=[CH:4][N:5]=[CH:6][CH:7]=2)[CH:22]=[N:23][CH:18]=1)=[O:35]. Given the reactants Cl[C:2]1[CH:7]=[CH:6][N:5]=[C:4](NC2C=CN=C(OC)N=2)[CH:3]=1.N[C:18]1[N:23]=[CH:22][C:21](B(O)O)=[CH:20][C:19]=1[C:27](=[O:35])[N:28](C12CC(C1)C2)[CH3:29].CC(C1C=C(C(C)C)C(C2C=CC=CC=2P(C2CCCCC2)C2CCCCC2)=C(C(C)C)C=1)C.P([O-])([O-])([O-])=O.[K+].[K+].[K+], predict the reaction product. (4) Given the reactants Cl[C:2]1[C:3]2[N:4]([CH:10]=[CH:11][CH:12]=2)[N:5]=[CH:6][C:7]=1[C:8]#[N:9].[NH2:13][CH:14]1[CH2:19][CH2:18][CH2:17][CH:16]([OH:20])[CH2:15]1.CCN(C(C)C)C(C)C, predict the reaction product. The product is: [OH:20][CH:16]1[CH2:17][CH2:18][CH2:19][CH:14]([NH:13][C:2]2[C:3]3[N:4]([CH:10]=[CH:11][CH:12]=3)[N:5]=[CH:6][C:7]=2[C:8]#[N:9])[CH2:15]1. (5) Given the reactants CS([C:5]1[N:10]=[C:9]([C:11]2[CH:16]=[CH:15][C:14]([S:17]([CH3:20])(=[O:19])=[O:18])=[CH:13][CH:12]=2)[CH:8]=[C:7]([C:21]([F:24])([F:23])[F:22])[N:6]=1)(=O)=O.[F:25][C:26]1[CH:33]=[CH:32][C:29]([CH2:30][NH2:31])=[CH:28][CH:27]=1, predict the reaction product. The product is: [F:25][C:26]1[CH:33]=[CH:32][C:29]([CH2:30][NH:31][C:5]2[N:10]=[C:9]([C:11]3[CH:16]=[CH:15][C:14]([S:17]([CH3:20])(=[O:19])=[O:18])=[CH:13][CH:12]=3)[CH:8]=[C:7]([C:21]([F:24])([F:23])[F:22])[N:6]=2)=[CH:28][CH:27]=1. (6) Given the reactants [NH2:1][C:2]1[CH:29]=[C:28]([N:30]([CH2:32][CH2:33][CH2:34][N:35]([CH3:37])[CH3:36])[CH3:31])[CH:27]=[CH:26][C:3]=1[C:4]([NH:6][C:7]1[C:15]2[C:10](=[CH:11][CH:12]=[C:13]([O:16][CH2:17][C:18]3[CH:23]=[C:22]([F:24])[CH:21]=[C:20]([F:25])[CH:19]=3)[CH:14]=2)[NH:9][N:8]=1)=[O:5].[O:38]1[CH2:43][CH2:42][C:41](=O)[CH2:40][CH2:39]1.C(O)(C(F)(F)F)=O.C(O[BH-](OC(=O)C)OC(=O)C)(=O)C.C[N+](C)(C)C, predict the reaction product. The product is: [F:24][C:22]1[CH:23]=[C:18]([CH:19]=[C:20]([F:25])[CH:21]=1)[CH2:17][O:16][C:13]1[CH:14]=[C:15]2[C:10](=[CH:11][CH:12]=1)[NH:9][N:8]=[C:7]2[NH:6][C:4](=[O:5])[C:3]1[CH:26]=[CH:27][C:28]([N:30]([CH2:32][CH2:33][CH2:34][N:35]([CH3:36])[CH3:37])[CH3:31])=[CH:29][C:2]=1[NH:1][CH:41]1[CH2:42][CH2:43][O:38][CH2:39][CH2:40]1. (7) Given the reactants Br[C:2]1[C:3]([CH3:24])=[C:4]([N:8]2[N:17]=[CH:16][C:15]3[C:10](=[C:11]([F:22])[CH:12]=[C:13]([C:18]([CH3:21])([CH3:20])[CH3:19])[CH:14]=3)[C:9]2=[O:23])[CH:5]=[CH:6][CH:7]=1.[B:25]1([B:25]2[O:29][C:28]([CH3:31])([CH3:30])[C:27]([CH3:33])([CH3:32])[O:26]2)[O:29][C:28]([CH3:31])([CH3:30])[C:27]([CH3:33])([CH3:32])[O:26]1.CC(C1C=C(C(C)C)C(C2C=CC=CC=2P(C2CCCCC2)C2CCCCC2)=C(C(C)C)C=1)C.CC([O-])=O.[K+], predict the reaction product. The product is: [C:18]([C:13]1[CH:14]=[C:15]2[C:10](=[C:11]([F:22])[CH:12]=1)[C:9](=[O:23])[N:8]([C:4]1[CH:5]=[CH:6][CH:7]=[C:2]([B:25]3[O:29][C:28]([CH3:31])([CH3:30])[C:27]([CH3:33])([CH3:32])[O:26]3)[C:3]=1[CH3:24])[N:17]=[CH:16]2)([CH3:21])([CH3:20])[CH3:19]. (8) Given the reactants [Br:1][C:2]1[CH:9]=[CH:8][C:7]([O:10][CH3:11])=[CH:6][C:3]=1[CH:4]=[O:5].[CH2:12](O)[CH2:13][OH:14].C12(CS(O)(=O)=O)C(C)(C)C(CC1)CC2=O, predict the reaction product. The product is: [Br:1][C:2]1[CH:9]=[CH:8][C:7]([O:10][CH3:11])=[CH:6][C:3]=1[CH:4]1[O:14][CH2:13][CH2:12][O:5]1. (9) The product is: [CH3:8][O:9][CH2:10][CH2:11][N:12]1[CH:6]([C:2]2[S:1][CH:5]=[CH:4][CH:3]=2)[CH:14]([C:13]([NH:32][CH2:31][C:28]2[CH:29]=[CH:30][N:25]=[CH:26][CH:27]=2)=[O:24])[C:15]2[C:16](=[CH:20][CH:21]=[CH:22][CH:23]=2)[C:17]1=[O:19]. Given the reactants [S:1]1[CH:5]=[CH:4][CH:3]=[C:2]1[CH:6]=O.[CH3:8][O:9][CH2:10][CH2:11][NH2:12].[C:13]1(=[O:24])[O:19][C:17](=O)[C:16]2=[CH:20][CH:21]=[CH:22][CH:23]=[C:15]2[CH2:14]1.[N:25]1[CH:30]=[CH:29][C:28]([CH2:31][NH2:32])=[CH:27][CH:26]=1, predict the reaction product.